From a dataset of NCI-60 drug combinations with 297,098 pairs across 59 cell lines. Regression. Given two drug SMILES strings and cell line genomic features, predict the synergy score measuring deviation from expected non-interaction effect. Drug 1: C1CC(CNC1)C2=CC=C(C=C2)N3C=C4C=CC=C(C4=N3)C(=O)N. Drug 2: C1CCC(C(C1)[NH-])[NH-].C(=O)(C(=O)[O-])[O-].[Pt+4]. Cell line: SK-OV-3. Synergy scores: CSS=10.7, Synergy_ZIP=-3.42, Synergy_Bliss=-2.24, Synergy_Loewe=-10.3, Synergy_HSA=-1.02.